Dataset: Reaction yield outcomes from USPTO patents with 853,638 reactions. Task: Predict the reaction yield, written as a fraction of the theoretical maximum amount of product (1.0 means a 100% yield; for example, 0.34 means a 34% yield). (1) The reactants are [NH2:1][C:2]1[C:3]([Br:14])=[N:4][C:5]([CH3:13])=[C:6]([CH:12]=1)[C:7]([O:9][CH2:10][CH3:11])=[O:8].[CH3:15][CH2:16][C:17](=O)[CH2:18][CH3:19].C(O[BH-](OC(=O)C)OC(=O)C)(=O)C.[Na+].FC(F)(F)C(O)=O. The catalyst is C(OCC)(=O)C. The product is [Br:14][C:3]1[C:2]([NH:1][CH:17]([CH2:18][CH3:19])[CH2:16][CH3:15])=[CH:12][C:6]([C:7]([O:9][CH2:10][CH3:11])=[O:8])=[C:5]([CH3:13])[N:4]=1. The yield is 0.746. (2) The reactants are [CH:1]([P:3](=[O:17])([CH:15]=[CH2:16])[C:4]1[CH:9]=[CH:8][C:7]([N+:10]([O-:12])=[O:11])=[C:6]([O:13][CH3:14])[CH:5]=1)=[CH2:2].Cl.[CH2:19]([NH2:21])[CH3:20].[OH-].[Na+].C(N)C1C=CC=CC=1. The catalyst is C1COCC1. The product is [CH2:19]([N:21]1[CH2:16][CH2:15][P:3](=[O:17])([C:4]2[CH:9]=[CH:8][C:7]([N+:10]([O-:12])=[O:11])=[C:6]([O:13][CH3:14])[CH:5]=2)[CH2:1][CH2:2]1)[CH3:20]. The yield is 0.460. (3) The reactants are [F:1][C:2]1[CH:12]=[C:11]([F:13])[CH:10]=[CH:9][C:3]=1[CH:4]=[CH:5][C:6]([OH:8])=[O:7].[H][H]. The catalyst is O1CCCC1.[Pd]. The product is [F:1][C:2]1[CH:12]=[C:11]([F:13])[CH:10]=[CH:9][C:3]=1[CH2:4][CH2:5][C:6]([OH:8])=[O:7]. The yield is 0.980. (4) The reactants are [NH2:1][C:2]1[CH:7]=[CH:6][C:5]([CH:8]([CH3:12])[C:9]([OH:11])=[O:10])=[CH:4][CH:3]=1.C[Si](Cl)(C)C.C(N(CC)CC)C.C([C:28]1([OH:37])[CH:36]=[CH:35][CH:34]=[CH:33][CH:29]1[C:30](Cl)=[O:31])(=O)C. The catalyst is C(Cl)Cl. The product is [C:30]([NH:1][C:2]1[CH:3]=[CH:4][C:5]([CH:8]([CH3:12])[C:9]([OH:11])=[O:10])=[CH:6][CH:7]=1)(=[O:31])[C:29]1[C:28](=[CH:36][CH:35]=[CH:34][CH:33]=1)[OH:37]. The yield is 0.520. (5) The reactants are [C:1]([C:3]1[CH:4]=[C:5]([CH:38]([CH3:40])[CH3:39])[C:6]2[O:10][C:9]([C:11]3[CH:36]=[CH:35][C:14]([C:15]([NH:17][CH2:18][C:19]4([CH3:34])[O:23][C:22](=[O:24])[N:21](CC5C=CC(OC)=CC=5)[CH2:20]4)=[O:16])=[CH:13][CH:12]=3)=[N:8][C:7]=2[CH:37]=1)#[N:2]. The catalyst is C(#N)C.O. The product is [C:1]([C:3]1[CH:4]=[C:5]([CH:38]([CH3:40])[CH3:39])[C:6]2[O:10][C:9]([C:11]3[CH:36]=[CH:35][C:14]([C:15]([NH:17][CH2:18][C:19]4([CH3:34])[O:23][C:22](=[O:24])[NH:21][CH2:20]4)=[O:16])=[CH:13][CH:12]=3)=[N:8][C:7]=2[CH:37]=1)#[N:2]. The yield is 0.520. (6) The reactants are [CH:1]([C:3]1[C:11]2[C:6](=[N:7][CH:8]=[C:9]([C:12]3[CH:13]=[C:14]([NH:18][C:19](=[O:22])[CH2:20][CH3:21])[CH:15]=[N:16][CH:17]=3)[CH:10]=2)[N:5](C2CCCCO2)[N:4]=1)=O.[S].[N:30]1[CH:35]=[C:34]([NH2:36])[C:33]([NH2:37])=[C:32]([C:38]2[CH:39]=[N:40][CH:41]=[CH:42][CH:43]=2)[CH:31]=1.C([SiH](CC)CC)C.C(O)(C(F)(F)F)=O. The catalyst is CN(C=O)C. The product is [N:40]1[CH:41]=[CH:42][CH:43]=[C:38]([C:32]2[C:33]3[N:37]=[C:1]([C:3]4[C:11]5[C:6](=[N:7][CH:8]=[C:9]([C:12]6[CH:13]=[C:14]([NH:18][C:19](=[O:22])[CH2:20][CH3:21])[CH:15]=[N:16][CH:17]=6)[CH:10]=5)[NH:5][N:4]=4)[NH:36][C:34]=3[CH:35]=[N:30][CH:31]=2)[CH:39]=1. The yield is 0.490. (7) The reactants are [F:1][C:2]1[CH:7]=[CH:6][CH:5]=[CH:4][C:3]=1[N:8]1[C:16]2[C:11](=[C:12]([N:17]3[CH2:21][CH2:20][NH:19][C:18]3=[O:22])[CH:13]=[CH:14][CH:15]=2)[CH:10]=[N:9]1.[H-].[Na+].Cl[CH2:26][C:27]1[CH:32]=[N:31][CH:30]=[CH:29][N:28]=1. The catalyst is O1CCCC1. The product is [F:1][C:2]1[CH:7]=[CH:6][CH:5]=[CH:4][C:3]=1[N:8]1[C:16]2[C:11](=[C:12]([N:17]3[CH2:21][CH2:20][N:19]([CH2:26][C:27]4[CH:32]=[N:31][CH:30]=[CH:29][N:28]=4)[C:18]3=[O:22])[CH:13]=[CH:14][CH:15]=2)[CH:10]=[N:9]1. The yield is 0.760. (8) The reactants are [CH3:1][C:2]1[CH:3]=[C:4]([OH:17])[CH:5]=[CH:6][C:7]=1[CH2:8][CH2:9][CH2:10][CH2:11][N:12]1[CH:16]=[CH:15][N:14]=[N:13]1.C(=O)([O-])[O-].[Cs+].[Cs+].Cl[CH2:25][C:26]1[N:27]=[C:28]([CH:31]=[CH:32][C:33]2[CH:38]=[CH:37][C:36]([S:39]([C:41]([F:44])([F:43])[F:42])=[O:40])=[CH:35][CH:34]=2)[O:29][CH:30]=1.[I-].[K+]. The catalyst is CC(=O)CC. The product is [CH3:1][C:2]1[CH:3]=[C:4]([O:17][CH2:25][C:26]2[N:27]=[C:28](/[CH:31]=[CH:32]/[C:33]3[CH:34]=[CH:35][C:36]([S:39]([C:41]([F:44])([F:42])[F:43])=[O:40])=[CH:37][CH:38]=3)[O:29][CH:30]=2)[CH:5]=[CH:6][C:7]=1[CH2:8][CH2:9][CH2:10][CH2:11][N:12]1[CH:16]=[CH:15][N:14]=[N:13]1. The yield is 0.290.